From a dataset of Reaction yield outcomes from USPTO patents with 853,638 reactions. Predict the reaction yield, written as a fraction of the theoretical maximum amount of product (1.0 means a 100% yield; for example, 0.34 means a 34% yield). (1) The reactants are [CH3:1][O:2][C:3]1[CH:11]=[C:10]2[C:6]([C:7]([C:12]#[N:13])=[CH:8][NH:9]2)=[CH:5][CH:4]=1.[CH3:14][C:15]([O:18][C:19](O[C:19]([O:18][C:15]([CH3:17])([CH3:16])[CH3:14])=[O:20])=[O:20])([CH3:17])[CH3:16].O. The catalyst is C(Cl)Cl.CN(C1C=CN=CC=1)C. The product is [C:15]([O:18][C:19]([N:9]1[C:10]2[C:6](=[CH:5][CH:4]=[C:3]([O:2][CH3:1])[CH:11]=2)[C:7]([C:12]#[N:13])=[CH:8]1)=[O:20])([CH3:17])([CH3:16])[CH3:14]. The yield is 0.860. (2) The reactants are [Cl:1][C:2]1[CH:10]=[C:9]2[C:5]([CH2:6][C:7](=[O:27])[N:8]2[CH:11]([CH2:21][CH:22]2[CH2:26][CH2:25][CH2:24][CH2:23]2)[C:12]([NH:14][C:15]2C=NC=C[N:16]=2)=[O:13])=[CH:4][CH:3]=1.S(Cl)(Cl)=O. The catalyst is C1C=CC=CC=1. The product is [Cl:1][C:2]1[CH:10]=[C:9]2[C:5]([CH2:6][C:7](=[O:27])[N:8]2[CH:11]([CH2:21][CH:22]2[CH2:26][CH2:25][CH2:24][CH2:23]2)[C:12]([NH:14][C:15]2[CH:6]=[CH:7][N:8]([CH3:9])[N:16]=2)=[O:13])=[CH:4][CH:3]=1. The yield is 0.610. (3) The reactants are Cl[C:2]1[CH:3]=[CH:4][C:5]2[C:15]3[C:10](=[CH:11][N:12]=[CH:13][CH:14]=3)[CH:9]([CH:16]3[CH2:18][CH2:17]3)[O:8][C:6]=2[CH:7]=1.[OH:19][CH2:20][C@@H:21]([NH:26][C:27](=[O:33])[O:28][C:29]([CH3:32])([CH3:31])[CH3:30])[CH2:22][CH:23]([CH3:25])[CH3:24].C(=O)([O-])[O-].[Cs+].[Cs+].C(P(C(C)(C)C)C1C=CC=CC=1C1C(C(C)C)=CC(C(C)C)=CC=1C(C)C)(C)(C)C. The catalyst is C1(C)C=CC=CC=1.C([O-])(=O)C.[Pd+2].C([O-])(=O)C. The product is [C:29]([O:28][C:27](=[O:33])[NH:26][C@@H:21]([CH2:22][CH:23]([CH3:24])[CH3:25])[CH2:20][O:19][C:2]1[CH:3]=[CH:4][C:5]2[C:15]3[C:10](=[CH:11][N:12]=[CH:13][CH:14]=3)[CH:9]([CH:16]3[CH2:18][CH2:17]3)[O:8][C:6]=2[CH:7]=1)([CH3:32])([CH3:31])[CH3:30]. The yield is 0.500. (4) The reactants are Cl.Cl.[NH:3]1[CH2:8][CH2:7][CH:6]([C:9]2[N:13]3[CH2:14][CH2:15][CH2:16][CH2:17][C:12]3=[N:11][CH:10]=2)[CH2:5][CH2:4]1.C1CCN2C(=NCCC2)CC1.[Cl:29][C:30]1[CH:39]=[C:38]2[C:33]([CH:34]=[C:35]([S:40]([CH2:43][CH2:44][C:45](O)=[O:46])(=[O:42])=[O:41])[CH2:36][O:37]2)=[CH:32][CH:31]=1.CCN=C=NCCCN(C)C.C1C=CC2N(O)N=NC=2C=1. The catalyst is C(#N)C.C(N(CC)CC)C. The product is [ClH:29].[Cl:29][C:30]1[CH:39]=[C:38]2[C:33]([CH:34]=[C:35]([S:40]([CH2:43][CH2:44][C:45]([N:3]3[CH2:4][CH2:5][CH:6]([C:9]4[N:13]5[CH2:14][CH2:15][CH2:16][CH2:17][C:12]5=[N:11][CH:10]=4)[CH2:7][CH2:8]3)=[O:46])(=[O:41])=[O:42])[CH2:36][O:37]2)=[CH:32][CH:31]=1. The yield is 0.860. (5) The reactants are [O:1]([C:8]1[CH:9]=[CH:10][C:11]([CH2:14][OH:15])=[N:12][CH:13]=1)[C:2]1[CH:7]=[CH:6][CH:5]=[CH:4][CH:3]=1.[O-2].[Mg+4].[O-2]. The catalyst is CC(C)=O. The product is [O:1]([C:8]1[CH:9]=[CH:10][C:11]([CH:14]=[O:15])=[N:12][CH:13]=1)[C:2]1[CH:3]=[CH:4][CH:5]=[CH:6][CH:7]=1. The yield is 0.740. (6) The reactants are [NH2:1][C:2]1[C:3]([C:19](=O)[CH:20]=[CH:21][C:22]2[CH:27]=[CH:26][CH:25]=[CH:24][CH:23]=2)=[N:4][C:5]([N:8]2[CH2:13][CH2:12][N:11]([S:14]([CH2:17][CH3:18])(=[O:16])=[O:15])[CH2:10][CH2:9]2)=[CH:6][N:7]=1.Cl.[CH:30]([NH2:32])=[NH:31].[OH-].[Na+]. The yield is 0.0400. The product is [CH2:17]([S:14]([N:11]1[CH2:12][CH2:13][N:8]([C:5]2[N:4]=[C:3]([C:19]3[CH:20]=[C:21]([C:22]4[CH:27]=[CH:26][CH:25]=[CH:24][CH:23]=4)[N:32]=[CH:30][N:31]=3)[C:2]([NH2:1])=[N:7][CH:6]=2)[CH2:9][CH2:10]1)(=[O:16])=[O:15])[CH3:18]. No catalyst specified.